Predict the product of the given reaction. From a dataset of Forward reaction prediction with 1.9M reactions from USPTO patents (1976-2016). (1) Given the reactants [CH2:1]([O:3][P:4]([CH2:7][CH2:8][NH:9]C(OCC1C=CC=CC=1)=O)([CH3:6])=[O:5])[CH3:2].CCO, predict the reaction product. The product is: [CH2:1]([O:3][P:4]([CH2:7][CH2:8][NH2:9])([CH3:6])=[O:5])[CH3:2]. (2) Given the reactants Br[C:2]1[C:3]([C:8]([CH3:12])([CH3:11])[CH:9]=[O:10])=[N:4][CH:5]=[CH:6][CH:7]=1.[F:13][C:14]1[CH:15]=[CH:16][CH:17]=[C:18]2[C:23]=1[N:22]=[CH:21][C:20]([OH:24])=[CH:19]2.C(=O)([O-])[O-].[Cs+].[Cs+].C(CC(=O)C(C)(C)C)(=O)C(C)(C)C, predict the reaction product. The product is: [F:13][C:14]1[CH:15]=[CH:16][CH:17]=[C:18]2[C:23]=1[N:22]=[CH:21][C:20]([O:24][C:2]1[C:3]([C:8]([CH3:12])([CH3:11])[CH:9]=[O:10])=[N:4][CH:5]=[CH:6][CH:7]=1)=[CH:19]2.